This data is from Reaction yield outcomes from USPTO patents with 853,638 reactions. The task is: Predict the reaction yield, written as a fraction of the theoretical maximum amount of product (1.0 means a 100% yield; for example, 0.34 means a 34% yield). (1) The reactants are [Br:1][CH2:2][CH2:3][CH2:4][CH2:5][CH2:6][CH2:7][CH2:8][CH2:9][CH2:10][CH2:11][CH2:12][O:13][C:14]1[CH:19]=[CH:18][C:17]([CH:20]2[CH2:25][CH2:24][CH:23]([OH:26])[CH2:22][CH2:21]2)=[CH:16][CH:15]=1.[CH2:27]([O:35][C:36]1[CH:44]=[CH:43][C:39]([C:40](Cl)=[O:41])=[CH:38][CH:37]=1)[CH2:28][CH2:29][CH2:30][CH2:31][CH2:32][CH2:33][CH3:34]. The catalyst is C(Cl)Cl.CN(C1C=CN=CC=1)C. The product is [Br:1][CH2:2][CH2:3][CH2:4][CH2:5][CH2:6][CH2:7][CH2:8][CH2:9][CH2:10][CH2:11][CH2:12][O:13][C:14]1[CH:19]=[CH:18][C:17]([CH:20]2[CH2:21][CH2:22][CH:23]([O:26][C:40](=[O:41])[C:39]3[CH:38]=[CH:37][C:36]([O:35][CH2:27][CH2:28][CH2:29][CH2:30][CH2:31][CH2:32][CH2:33][CH3:34])=[CH:44][CH:43]=3)[CH2:24][CH2:25]2)=[CH:16][CH:15]=1. The yield is 0.820. (2) The reactants are [NH:1]1[C:5]2[CH:6]=[C:7]([C:10](=O)[CH2:11][C:12]([O:14]CC)=O)[CH:8]=[CH:9][C:4]=2[N:3]=[N:2]1.CC1C=CC(S(O)(=O)=O)=CC=1.[NH2:29][C:30]1[NH:34][N:33]=[C:32]([C:35]([O:37][CH3:38])=[O:36])[N:31]=1. The catalyst is CCCCO. The product is [NH:1]1[C:5]2[CH:6]=[C:7]([C:10]3[NH:29][C:30]4[N:34]([N:33]=[C:32]([C:35]([O:37][CH3:38])=[O:36])[N:31]=4)[C:12](=[O:14])[CH:11]=3)[CH:8]=[CH:9][C:4]=2[N:3]=[N:2]1. The yield is 0.600.